From a dataset of Catalyst prediction with 721,799 reactions and 888 catalyst types from USPTO. Predict which catalyst facilitates the given reaction. The catalyst class is: 49. Reactant: [Li+].CC([N-]C(C)C)C.[Cl:9][C:10]1[CH:15]=[CH:14][N:13]=[C:12]2[N:16]([S:19]([C:22]3[CH:27]=[CH:26][C:25]([CH3:28])=[CH:24][CH:23]=3)(=[O:21])=[O:20])[CH:17]=[CH:18][C:11]=12.[Sn:29](Cl)([CH2:38][CH2:39][CH2:40][CH3:41])([CH2:34][CH2:35][CH2:36][CH3:37])[CH2:30][CH2:31][CH2:32][CH3:33].O. Product: [Cl:9][C:10]1[CH:15]=[CH:14][N:13]=[C:12]2[N:16]([S:19]([C:22]3[CH:27]=[CH:26][C:25]([CH3:28])=[CH:24][CH:23]=3)(=[O:21])=[O:20])[C:17]([Sn:29]([CH2:34][CH2:35][CH2:36][CH3:37])([CH2:38][CH2:39][CH2:40][CH3:41])[CH2:30][CH2:31][CH2:32][CH3:33])=[CH:18][C:11]=12.